From a dataset of NCI-60 drug combinations with 297,098 pairs across 59 cell lines. Regression. Given two drug SMILES strings and cell line genomic features, predict the synergy score measuring deviation from expected non-interaction effect. (1) Drug 1: C1=CC(=CC=C1CCC2=CNC3=C2C(=O)NC(=N3)N)C(=O)NC(CCC(=O)O)C(=O)O. Drug 2: CC1=CC2C(CCC3(C2CCC3(C(=O)C)OC(=O)C)C)C4(C1=CC(=O)CC4)C. Cell line: UACC62. Synergy scores: CSS=2.57, Synergy_ZIP=-4.20, Synergy_Bliss=-5.64, Synergy_Loewe=-14.1, Synergy_HSA=-5.78. (2) Drug 1: CC1OCC2C(O1)C(C(C(O2)OC3C4COC(=O)C4C(C5=CC6=C(C=C35)OCO6)C7=CC(=C(C(=C7)OC)O)OC)O)O. Drug 2: CC1CCC2CC(C(=CC=CC=CC(CC(C(=O)C(C(C(=CC(C(=O)CC(OC(=O)C3CCCCN3C(=O)C(=O)C1(O2)O)C(C)CC4CCC(C(C4)OC)O)C)C)O)OC)C)C)C)OC. Cell line: SNB-19. Synergy scores: CSS=36.9, Synergy_ZIP=-5.64, Synergy_Bliss=-3.79, Synergy_Loewe=-0.224, Synergy_HSA=1.98. (3) Drug 1: COC1=NC(=NC2=C1N=CN2C3C(C(C(O3)CO)O)O)N. Drug 2: CCC1(CC2CC(C3=C(CCN(C2)C1)C4=CC=CC=C4N3)(C5=C(C=C6C(=C5)C78CCN9C7C(C=CC9)(C(C(C8N6C)(C(=O)OC)O)OC(=O)C)CC)OC)C(=O)OC)O.OS(=O)(=O)O. Cell line: SW-620. Synergy scores: CSS=33.2, Synergy_ZIP=3.85, Synergy_Bliss=4.61, Synergy_Loewe=3.14, Synergy_HSA=3.21. (4) Drug 1: C1=CN(C=N1)CC(O)(P(=O)(O)O)P(=O)(O)O. Drug 2: C1CN(CCN1C(=O)CCBr)C(=O)CCBr. Cell line: HOP-62. Synergy scores: CSS=19.3, Synergy_ZIP=-0.0894, Synergy_Bliss=3.89, Synergy_Loewe=2.61, Synergy_HSA=0.544. (5) Drug 1: CS(=O)(=O)CCNCC1=CC=C(O1)C2=CC3=C(C=C2)N=CN=C3NC4=CC(=C(C=C4)OCC5=CC(=CC=C5)F)Cl. Drug 2: CC1C(C(CC(O1)OC2CC(CC3=C2C(=C4C(=C3O)C(=O)C5=CC=CC=C5C4=O)O)(C(=O)C)O)N)O. Cell line: 786-0. Synergy scores: CSS=49.5, Synergy_ZIP=-0.630, Synergy_Bliss=1.05, Synergy_Loewe=0.604, Synergy_HSA=2.53. (6) Drug 1: C1=NC2=C(N1)C(=S)N=C(N2)N. Drug 2: C(CCl)NC(=O)N(CCCl)N=O. Cell line: UACC-257. Synergy scores: CSS=11.8, Synergy_ZIP=-9.00, Synergy_Bliss=-2.34, Synergy_Loewe=-12.7, Synergy_HSA=-3.70. (7) Drug 1: CC1=C(C(CCC1)(C)C)C=CC(=CC=CC(=CC(=O)O)C)C. Drug 2: C(=O)(N)NO. Cell line: SN12C. Synergy scores: CSS=10.9, Synergy_ZIP=-1.77, Synergy_Bliss=3.00, Synergy_Loewe=-2.63, Synergy_HSA=0.989.